This data is from Forward reaction prediction with 1.9M reactions from USPTO patents (1976-2016). The task is: Predict the product of the given reaction. (1) Given the reactants Cl.[CH3:2][C:3]1([CH2:9][CH2:10][NH:11][C:12](=[O:24])[O:13][CH2:14][C:15]2[O:19][N:18]=[C:17]([C:20](=[O:23])[NH:21][CH3:22])[CH:16]=2)[CH2:8][CH2:7][NH:6][CH2:5][CH2:4]1.Cl[C:26]1[N:31]=[C:30]([C:32]([F:35])([F:34])[F:33])[CH:29]=[CH:28][N:27]=1.C(N(CC)C(C)C)(C)C, predict the reaction product. The product is: [CH3:2][C:3]1([CH2:9][CH2:10][NH:11][C:12](=[O:24])[O:13][CH2:14][C:15]2[O:19][N:18]=[C:17]([C:20](=[O:23])[NH:21][CH3:22])[CH:16]=2)[CH2:4][CH2:5][N:6]([C:26]2[N:31]=[C:30]([C:32]([F:35])([F:34])[F:33])[CH:29]=[CH:28][N:27]=2)[CH2:7][CH2:8]1. (2) Given the reactants [C:1]([NH:7][C:8]1[CH:13]=[CH:12][C:11]([C:14]2[CH:19]=[CH:18][C:17]([C:20]([C@@H:22]3[CH2:24][C@H:23]3[C:25]([O:27]C)=[O:26])=[O:21])=[CH:16][CH:15]=2)=[CH:10][CH:9]=1)(=[O:6])[CH2:2][CH2:3][CH2:4][CH3:5].[OH-].[Na+], predict the reaction product. The product is: [C:1]([NH:7][C:8]1[CH:13]=[CH:12][C:11]([C:14]2[CH:19]=[CH:18][C:17]([C:20]([C@@H:22]3[CH2:24][C@H:23]3[C:25]([OH:27])=[O:26])=[O:21])=[CH:16][CH:15]=2)=[CH:10][CH:9]=1)(=[O:6])[CH2:2][CH2:3][CH2:4][CH3:5].